Dataset: Reaction yield outcomes from USPTO patents with 853,638 reactions. Task: Predict the reaction yield, written as a fraction of the theoretical maximum amount of product (1.0 means a 100% yield; for example, 0.34 means a 34% yield). (1) The reactants are [CH:1]([CH:4]1[C:9]2[N:10](C(OCC3C=CC=CC=3)=O)[CH:11]=[N:12][C:8]=2[CH2:7][C@@H:6]([C:23]([O:25][CH3:26])=[O:24])[N:5]1[C:27]([O:29][CH2:30][C:31]1[CH:36]=[CH:35][CH:34]=[CH:33][CH:32]=1)=[O:28])([CH3:3])[CH3:2].C(C1C2N=CNC=2C[C@@H](C(OC)=O)N1C(OCC1C=CC=CC=1)=O)(C)C.CN. The catalyst is CN(C=O)C. The product is [CH:1]([C@H:4]1[C:9]2[N:10]=[CH:11][NH:12][C:8]=2[CH2:7][C@@H:6]([C:23]([O:25][CH3:26])=[O:24])[N:5]1[C:27]([O:29][CH2:30][C:31]1[CH:32]=[CH:33][CH:34]=[CH:35][CH:36]=1)=[O:28])([CH3:3])[CH3:2]. The yield is 0.0270. (2) The reactants are [NH2:1][C:2]1[N:3]=[C:4]([NH:17][CH:18]2[CH2:22][CH2:21][NH:20][CH2:19]2)[S:5][C:6]=1[C:7]([C:9]1[C:14]([F:15])=[CH:13][CH:12]=[CH:11][C:10]=1[F:16])=[O:8].[CH3:23][S:24](Cl)(=[O:26])=[O:25]. No catalyst specified. The product is [NH2:1][C:2]1[N:3]=[C:4]([NH:17][CH:18]2[CH2:22][CH2:21][N:20]([S:24]([CH3:23])(=[O:26])=[O:25])[CH2:19]2)[S:5][C:6]=1[C:7]([C:9]1[C:14]([F:15])=[CH:13][CH:12]=[CH:11][C:10]=1[F:16])=[O:8]. The yield is 0.460. (3) The catalyst is C(Cl)(Cl)(Cl)Cl. The yield is 0.750. The reactants are [CH3:1][C:2]1[N:3]=[CH:4][C:5]([NH:8][C:9](=[O:15])[O:10][C:11]([CH3:14])([CH3:13])[CH3:12])=[N:6][CH:7]=1.C1C(=O)N([Br:23])C(=O)C1.CC(N=NC(C#N)(C)C)(C#N)C. The product is [Br:23][CH2:1][C:2]1[N:3]=[CH:4][C:5]([NH:8][C:9](=[O:15])[O:10][C:11]([CH3:12])([CH3:14])[CH3:13])=[N:6][CH:7]=1. (4) The product is [Cl:13][C:2]1[C:7]([I:8])=[CH:6][C:5]([N+:9]([O-:11])=[O:10])=[CH:4][N:3]=1. No catalyst specified. The reactants are O[C:2]1[C:7]([I:8])=[CH:6][C:5]([N+:9]([O-:11])=[O:10])=[CH:4][N:3]=1.P(Cl)(Cl)(Cl)(Cl)[Cl:13].P(Cl)(Cl)(Cl)=O. The yield is 0.830.